From a dataset of Catalyst prediction with 721,799 reactions and 888 catalyst types from USPTO. Predict which catalyst facilitates the given reaction. The catalyst class is: 35. Product: [CH3:3][O:4][C:5](=[O:19])[CH:6]([N:7]1[C:15]2[C:10](=[C:11]([Cl:16])[CH:12]=[CH:13][CH:14]=2)[C:9](=[O:17])[C:8]1=[O:18])[CH2:24][CH:25]1[CH2:29][CH2:28][CH2:27][CH2:26]1. Reactant: [H-].[Na+].[CH3:3][O:4][C:5](=[O:19])[CH2:6][N:7]1[C:15]2[C:10](=[C:11]([Cl:16])[CH:12]=[CH:13][CH:14]=2)[C:9](=[O:17])[C:8]1=[O:18].COC(=O)C(Br)[CH2:24][CH:25]1[CH2:29][CH2:28][CH2:27][CH2:26]1.